Dataset: Forward reaction prediction with 1.9M reactions from USPTO patents (1976-2016). Task: Predict the product of the given reaction. Given the reactants [CH:1]1[C:6]2[CH2:7][CH2:8][CH2:9][C:10](=[O:12])[CH2:11][C:5]=2[CH:4]=[CH:3][CH:2]=1.[H-].[Na+].[C:15](=O)([O:19]CC)[O:16][CH2:17][CH3:18], predict the reaction product. The product is: [OH:12][C:10]1[CH2:9][CH2:8][CH2:7][C:6]2[CH:1]=[CH:2][CH:3]=[CH:4][C:5]=2[C:11]=1[C:15]([O:16][CH2:17][CH3:18])=[O:19].